Task: Predict the reactants needed to synthesize the given product.. Dataset: Full USPTO retrosynthesis dataset with 1.9M reactions from patents (1976-2016) (1) Given the product [C:1]([O:5][C:6]([N:8]1[CH2:13][CH2:12][CH2:11][C:10]([NH:24][C:27]([O:53][CH2:46][C:47]2[CH:52]=[CH:51][CH:50]=[CH:49][CH:48]=2)=[O:36])([C:17]([F:20])([F:21])[CH:18]=[CH2:19])[CH2:9]1)=[O:7])([CH3:2])([CH3:3])[CH3:4], predict the reactants needed to synthesize it. The reactants are: [C:1]([O:5][C:6]([N:8]1[CH2:13][CH2:12][CH2:11][C:10]([C:17]([F:21])([F:20])[CH:18]=[CH2:19])(C(O)=O)[CH2:9]1)=[O:7])([CH3:4])([CH3:3])[CH3:2].C([N:24]([CH2:27]C)CC)C.C1(P(N=[N+]=[N-])(C2C=CC=CC=2)=[O:36])C=CC=CC=1.[CH2:46]([OH:53])[C:47]1[CH:52]=[CH:51][CH:50]=[CH:49][CH:48]=1. (2) Given the product [CH3:12][CH2:13][CH:14]([CH2:16][CH:17]([CH2:19][CH2:20][CH2:21][CH2:22][CH2:23][CH2:24][CH2:25][CH2:26][C:27]([NH:29][C@@H:30]1[C:61](=[O:62])[NH:60][C@@H:59]([C@H:63]([OH:65])[CH3:64])[C:57](=[O:58])[N:56]2[C@@H:52]([CH2:53][C@@H:54]([OH:66])[CH2:55]2)[C:50](=[O:51])[NH:49][C@@H:48]([C@H:67]([OH:77])[C@@H:68]([OH:76])[C:69]2[CH:74]=[CH:73][C:72]([OH:75])=[CH:71][CH:70]=2)[C:46](=[O:47])[NH:45][C@@H:44]([C@H:78]([OH:83])[CH2:79][CH2:80][NH2:82])[C:42](=[O:43])[N:41]2[C@@H:37]([C@@H:38]([OH:84])[CH2:39][CH2:40]2)[C:35](=[O:36])[NH:34][C@H:33]([NH:10][CH2:9][CH2:8][NH2:11])[C@H:32]([OH:86])[CH2:31]1)=[O:28])[CH3:18])[CH3:15], predict the reactants needed to synthesize it. The reactants are: C1(S)C=CC=CC=1.[CH2:8]([NH2:11])[CH2:9][NH2:10].[CH3:12][CH2:13][CH:14]([CH2:16][CH:17]([CH2:19][CH2:20][CH2:21][CH2:22][CH2:23][CH2:24][CH2:25][CH2:26][C:27]([NH:29][C@@H:30]1[C:61](=[O:62])[NH:60][C@@H:59]([C@H:63]([OH:65])[CH3:64])[C:57](=[O:58])[N:56]2[C@@H:52]([CH2:53][C@@H:54]([OH:66])[CH2:55]2)[C:50](=[O:51])[NH:49][C@@H:48]([C@H:67]([OH:77])[C@@H:68]([OH:76])[C:69]2[CH:74]=[CH:73][C:72]([OH:75])=[CH:71][CH:70]=2)[C:46](=[O:47])[NH:45][C@@H:44]([C@H:78]([OH:83])[CH2:79][C:80]([NH2:82])=O)[C:42](=[O:43])[N:41]2[C@@H:37]([C@@H:38]([OH:84])[CH2:39][CH2:40]2)[C:35](=[O:36])[NH:34][C@H:33](O)[C@H:32]([OH:86])[CH2:31]1)=[O:28])[CH3:18])[CH3:15].